From a dataset of Forward reaction prediction with 1.9M reactions from USPTO patents (1976-2016). Predict the product of the given reaction. (1) The product is: [Cl:17][C:18]1[CH:29]=[CH:28][C:21]2[NH:22][C:23]([CH2:25][CH2:26][NH:27][C:2]3[CH:7]=[C:6]([C:8]4[CH:13]=[CH:12][CH:11]=[C:10]([CH3:30])[C:9]=4[CH3:15])[N:5]=[C:4]([NH2:16])[N:3]=3)=[N:24][C:20]=2[CH:19]=1. Given the reactants Cl[C:2]1[CH:7]=[C:6]([C:8]2[CH:13]=[CH:12][CH:11]=[C:10](Cl)[C:9]=2[CH3:15])[N:5]=[C:4]([NH2:16])[N:3]=1.[Cl:17][C:18]1[CH:29]=[CH:28][C:21]2[NH:22][C:23]([CH2:25][CH2:26][NH2:27])=[N:24][C:20]=2[CH:19]=1.[CH3:30]CN(CC)CC.C(O)CCC, predict the reaction product. (2) Given the reactants [CH2:1]([O:3][C:4](=[O:21])[CH2:5][C:6]1[CH:11]=[CH:10][C:9]([NH:12][C:13]2[C:18]([NH2:19])=[CH:17][CH:16]=[CH:15][N:14]=2)=[CH:8][C:7]=1[Cl:20])[CH3:2].[CH3:22]CCCCC.CCOC(C)=O, predict the reaction product. The product is: [CH2:1]([O:3][C:4](=[O:21])[CH2:5][C:6]1[CH:11]=[CH:10][C:9]([N:12]2[C:13]3=[N:14][CH:15]=[CH:16][CH:17]=[C:18]3[N:19]=[CH:22]2)=[CH:8][C:7]=1[Cl:20])[CH3:2]. (3) Given the reactants [CH3:1][C:2]1([C:9]([O:11][CH2:12][CH3:13])=[O:10])[CH2:7][CH2:6][C:5](=O)[CH2:4][CH2:3]1.[NH2:14][OH:15].Cl.CC([O-])=O.[Na+], predict the reaction product. The product is: [OH:15][N:14]=[C:5]1[CH2:6][CH2:7][C:2]([CH3:1])([C:9]([O:11][CH2:12][CH3:13])=[O:10])[CH2:3][CH2:4]1. (4) Given the reactants C(OC([N:8]([C:25]1[C:30]([CH3:31])=[CH:29][N:28]=[C:27]([C:32]2[CH:37]=[CH:36][CH:35]=[C:34]([O:38][CH2:39][C:40]([NH:42][CH:43]3[CH2:48][CH2:47][N:46](C(OC(C)(C)C)=O)[CH2:45][CH2:44]3)=[O:41])[CH:33]=2)[N:26]=1)[C:9]1[CH:10]=[C:11]2[C:15](=[CH:16][CH:17]=1)[N:14](C(OC(C)(C)C)=O)[N:13]=[CH:12]2)=O)(C)(C)C.[ClH:56].CCOC(C)=O, predict the reaction product. The product is: [ClH:56].[NH:14]1[C:15]2[C:11](=[CH:10][C:9]([NH:8][C:25]3[C:30]([CH3:31])=[CH:29][N:28]=[C:27]([C:32]4[CH:33]=[C:34]([CH:35]=[CH:36][CH:37]=4)[O:38][CH2:39][C:40]([NH:42][CH:43]4[CH2:48][CH2:47][NH:46][CH2:45][CH2:44]4)=[O:41])[N:26]=3)=[CH:17][CH:16]=2)[CH:12]=[N:13]1. (5) Given the reactants [OH2:1].[OH:1]N1[C:6]2[CH:11]=[CH:10][CH:10]=[CH:11][C:6]=2N=N1.[CH:12]([N:15](CC)[CH:16]([CH3:18])C)(C)[CH3:13].[F:21][C:22]1[CH:27]=[CH:26][CH:25]=[CH:24][C:23]=1[C:28]1[CH:29]=[N:30][C:31]([N:34]2[C:42]3[C:37](=[CH:38][CH:39]=[C:40]([C:43]([OH:45])=O)[CH:41]=3)[C:36](S(C)=O)=[CH:35]2)=[N:32][CH:33]=1, predict the reaction product. The product is: [CH:10]1([C:36]2[C:37]3[C:42](=[CH:41][C:40]([C:43]([N:15]4[CH2:16][CH2:18][O:1][CH2:13][CH2:12]4)=[O:45])=[CH:39][CH:38]=3)[N:34]([C:31]3[N:32]=[CH:33][C:28]([C:23]4[CH:24]=[CH:25][CH:26]=[CH:27][C:22]=4[F:21])=[CH:29][N:30]=3)[CH:35]=2)[CH2:11][CH2:6]1. (6) Given the reactants [F:1][C:2]1[C:11]([CH3:12])=[CH:10][CH:9]=[CH:8][C:3]=1[C:4]([O:6][CH3:7])=[O:5].[Br:13]N1C(=O)CCC1=O.C(OOC(=O)C1C=CC=CC=1)(=O)C1C=CC=CC=1, predict the reaction product. The product is: [Br:13][CH2:12][C:11]1[C:2]([F:1])=[C:3]([CH:8]=[CH:9][CH:10]=1)[C:4]([O:6][CH3:7])=[O:5]. (7) Given the reactants [O:1]=[C:2]1[C:10]2[C:5](=[CH:6][CH:7]=[CH:8][CH:9]=2)[C:4](=[O:11])[N:3]1[CH2:12][CH2:13][N:14]1[C:23]2[C:18](=[N:19][CH:20]=[C:21]([CH2:24][C:25]3[CH:30]=[CH:29][C:28]([F:31])=[CH:27][CH:26]=3)[CH:22]=2)[C:17]([OH:32])=[C:16]([C:33](OCC)=[O:34])[C:15]1=[O:38].[NH2:39][CH2:40][CH2:41][CH2:42][N:43]1[CH2:47][CH2:46][CH2:45][C:44]1=[O:48].OS([O-])(=O)=O.[Na+], predict the reaction product. The product is: [F:31][C:28]1[CH:27]=[CH:26][C:25]([CH2:24][C:21]2[CH:22]=[C:23]3[C:18]([C:17]([OH:32])=[C:16]([C:33]([NH:39][CH2:40][CH2:41][CH2:42][N:43]4[CH2:47][CH2:46][CH2:45][C:44]4=[O:48])=[O:34])[C:15](=[O:38])[N:14]3[CH2:13][CH2:12][NH:3][C:2]([C:10]3[C:5]([C:4]([NH:39][CH2:40][CH2:41][CH2:42][N:43]4[CH2:47][CH2:46][CH2:45][C:44]4=[O:48])=[O:11])=[CH:6][CH:7]=[CH:8][CH:9]=3)=[O:1])=[N:19][CH:20]=2)=[CH:30][CH:29]=1.